Dataset: Forward reaction prediction with 1.9M reactions from USPTO patents (1976-2016). Task: Predict the product of the given reaction. (1) The product is: [Cl:29][C:24]1[CH:23]=[C:22]([CH:27]=[CH:26][C:25]=1[Cl:28])[CH2:21][NH:20][C:18]([N:15]1[CH2:16][CH2:17][CH:12]([NH:11][C:10]2[CH:9]=[CH:8][C:7]([CH2:6][CH2:5][NH:4][CH2:60][C@H:58]([OH:59])[CH2:57][O:56][C:53]3[CH:54]=[CH:55][C:50]([OH:49])=[CH:51][CH:52]=3)=[CH:31][CH:30]=2)[CH2:13][CH2:14]1)=[O:19]. Given the reactants C(O)=O.[NH2:4][CH2:5][CH2:6][C:7]1[CH:31]=[CH:30][C:10]([NH:11][CH:12]2[CH2:17][CH2:16][N:15]([C:18]([NH:20][CH2:21][C:22]3[CH:27]=[CH:26][C:25]([Cl:28])=[C:24]([Cl:29])[CH:23]=3)=[O:19])[CH2:14][CH2:13]2)=[CH:9][CH:8]=1.C([Si]([O:49][C:50]1[CH:55]=[CH:54][C:53]([O:56][CH2:57][CH:58]2[CH2:60][O:59]2)=[CH:52][CH:51]=1)(C1C=CC=CC=1)C1C=CC=CC=1)(C)(C)C, predict the reaction product. (2) Given the reactants [Cl:1][C:2]1[CH:7]=[CH:6][CH:5]=[C:4]([Cl:8])[C:3]=1[C:9]1[N:13]([CH3:14])[C:12]2[CH:15]=[CH:16][C:17]([C:19](O)=[O:20])=[CH:18][C:11]=2[N:10]=1.CCN=C=NCCCN(C)C.C1C=CC2N(O)N=NC=2C=1.[CH3:43][C:44]1[CH:45]=[C:46]([CH:48]=[CH:49][C:50]=1[CH3:51])[NH2:47], predict the reaction product. The product is: [CH3:43][C:44]1[CH:45]=[C:46]([NH:47][C:19]([C:17]2[CH:16]=[CH:15][C:12]3[N:13]([CH3:14])[C:9]([C:3]4[C:4]([Cl:8])=[CH:5][CH:6]=[CH:7][C:2]=4[Cl:1])=[N:10][C:11]=3[CH:18]=2)=[O:20])[CH:48]=[CH:49][C:50]=1[CH3:51]. (3) Given the reactants [CH2:1](Br)[C:2]1[CH:7]=[CH:6][CH:5]=[CH:4][CH:3]=1.[NH2:9][C:10]1[CH:11]=[C:12]2[C:17](=[C:18]([C:20]([NH2:22])=[O:21])[CH:19]=1)[N:16]=[CH:15][N:14]=[C:13]2[NH:23][CH2:24][C:25]1[CH:30]=[CH:29][C:28]([Cl:31])=[C:27]([C:32]([F:35])([F:34])[F:33])[CH:26]=1.C(=O)([O-])[O-].[Cs+].[Cs+], predict the reaction product. The product is: [CH2:1]([NH:9][C:10]1[CH:11]=[C:12]2[C:17](=[C:18]([C:20]([NH2:22])=[O:21])[CH:19]=1)[N:16]=[CH:15][N:14]=[C:13]2[NH:23][CH2:24][C:25]1[CH:30]=[CH:29][C:28]([Cl:31])=[C:27]([C:32]([F:34])([F:35])[F:33])[CH:26]=1)[C:2]1[CH:7]=[CH:6][CH:5]=[CH:4][CH:3]=1.